From a dataset of Forward reaction prediction with 1.9M reactions from USPTO patents (1976-2016). Predict the product of the given reaction. (1) Given the reactants [Cl:1][C:2]1[CH:3]=[CH:4][C:5]([O:8][CH2:9][CH:10]2[CH2:15][CH2:14][NH:13][CH2:12][CH:11]2[C:16]2[CH:21]=[CH:20][C:19](F)=[C:18](F)[CH:17]=2)=[N:6][CH:7]=1.Cl.[C:25]([O:29]C(N1CCCC(C2C=CC(OC)=CC=2)C1)=O)(C)(C)C, predict the reaction product. The product is: [ClH:1].[Cl:1][C:2]1[CH:3]=[CH:4][C:5]([O:8][CH2:9][CH:10]2[CH2:15][CH2:14][NH:13][CH2:12][CH:11]2[C:16]2[CH:21]=[CH:20][C:19]([O:29][CH3:25])=[CH:18][CH:17]=2)=[N:6][CH:7]=1. (2) Given the reactants C([O:3][C:4]([C:6]1[NH:7][C:8]2[C:13]([CH:14]=1)=[CH:12][CH:11]=[CH:10][CH:9]=2)=[O:5])C.Br[CH2:16][C:17]1[C:18]2[CH:25]=[C:24]([Cl:26])[CH:23]=[CH:22][C:19]=2[S:20][CH:21]=1, predict the reaction product. The product is: [Cl:26][C:24]1[CH:23]=[CH:22][C:19]2[S:20][CH:21]=[C:17]([CH2:16][N:7]3[C:8]4[C:13](=[CH:12][CH:11]=[CH:10][CH:9]=4)[CH:14]=[C:6]3[C:4]([OH:3])=[O:5])[C:18]=2[CH:25]=1. (3) The product is: [CH3:39][O:38][C:32]1[CH:31]=[C:30]([CH2:29][CH2:28][NH:27][C:23]2[N:22]=[C:21]([C:17]3[CH:16]=[C:15]([NH:14][C:1](=[O:3])[CH3:2])[CH:20]=[CH:19][CH:18]=3)[CH:26]=[CH:25][N:24]=2)[CH:35]=[CH:34][C:33]=1[O:36][CH3:37]. Given the reactants [C:1](OC(=O)C)(=[O:3])[CH3:2].N1C=CC=CC=1.[NH2:14][C:15]1[CH:16]=[C:17]([C:21]2[CH:26]=[CH:25][N:24]=[C:23]([NH:27][CH2:28][CH2:29][C:30]3[CH:35]=[CH:34][C:33]([O:36][CH3:37])=[C:32]([O:38][CH3:39])[CH:31]=3)[N:22]=2)[CH:18]=[CH:19][CH:20]=1, predict the reaction product.